Dataset: Catalyst prediction with 721,799 reactions and 888 catalyst types from USPTO. Task: Predict which catalyst facilitates the given reaction. (1) Reactant: [Cl:1][C:2]1[CH:7]=[CH:6][C:5]([CH:8]([C:22]#[N:23])[CH:9]2[CH2:14][CH2:13][N:12](C(OC(C)(C)C)=O)[CH2:11][CH2:10]2)=[C:4]([F:24])[CH:3]=1.Cl. Product: [ClH:1].[Cl:1][C:2]1[CH:7]=[CH:6][C:5]([CH:8]([CH:9]2[CH2:10][CH2:11][NH:12][CH2:13][CH2:14]2)[C:22]#[N:23])=[C:4]([F:24])[CH:3]=1. The catalyst class is: 12. (2) Reactant: [CH2:1]([O:3][C:4]1([C:7]2[CH:12]=[CH:11][C:10]([OH:13])=[CH:9][C:8]=2[CH:14]([CH3:16])[CH3:15])[CH2:6][CH2:5]1)[CH3:2].[F:17][C:18]([F:38])([F:37])[S:19](N(C1C=CC(Cl)=CN=1)[S:19]([C:18]([F:38])([F:37])[F:17])(=[O:21])=[O:20])(=[O:21])=[O:20].C(N(CC)CC)C. Product: [F:17][C:18]([F:38])([F:37])[S:19]([O:13][C:10]1[CH:11]=[CH:12][C:7]([C:4]2([O:3][CH2:1][CH3:2])[CH2:6][CH2:5]2)=[C:8]([CH:14]([CH3:15])[CH3:16])[CH:9]=1)(=[O:21])=[O:20]. The catalyst class is: 2.